Dataset: Full USPTO retrosynthesis dataset with 1.9M reactions from patents (1976-2016). Task: Predict the reactants needed to synthesize the given product. (1) Given the product [OH:25][N:19]=[C:13]([Cl:24])[CH:11]1[CH2:12][C:9]2([CH2:7][CH2:8]2)[CH2:10]1, predict the reactants needed to synthesize it. The reactants are: C(Cl)(=O)C(Cl)=O.[CH2:7]1[C:9]2([CH2:12][CH:11]([CH2:13]O)[CH2:10]2)[CH2:8]1.C1C(=O)[N:19](Cl)C(=O)C1.[Na+].[Cl-:24].[OH2:25]. (2) Given the product [C:42]([O:41][C:39]([N:37]1[CH2:38][CH:35]([O:14][C:11]2[CH:10]=[CH:9][C:8]([CH:7]3[CH2:6][CH2:5][N:4]([C:15]([O:17][CH2:18][C:19]4[CH:20]=[CH:21][CH:22]=[CH:23][CH:24]=4)=[O:16])[CH2:3][CH:2]3[OH:1])=[CH:13][CH:12]=2)[CH2:36]1)=[O:40])([CH3:45])([CH3:43])[CH3:44], predict the reactants needed to synthesize it. The reactants are: [OH:1][CH:2]1[CH:7]([C:8]2[CH:13]=[CH:12][C:11]([OH:14])=[CH:10][CH:9]=2)[CH2:6][CH2:5][N:4]([C:15]([O:17][CH2:18][C:19]2[CH:24]=[CH:23][CH:22]=[CH:21][CH:20]=2)=[O:16])[CH2:3]1.C1(C)C(S(O[CH:35]2[CH2:38][N:37]([C:39]([O:41][C:42]([CH3:45])([CH3:44])[CH3:43])=[O:40])[CH2:36]2)(=O)=O)=CC=CC=1. (3) Given the product [Br:8][C:9]1[CH:10]=[C:11]2[C:17]3([O:4][N:3]([CH3:2])[C:19]([NH2:20])=[N:18]3)[CH2:16][CH2:15][O:13][C:12]2=[CH:27][CH:28]=1, predict the reactants needed to synthesize it. The reactants are: Cl.[CH3:2][NH:3][OH:4].CO[Na].[Br:8][C:9]1[CH:28]=[CH:27][C:12]2[O:13]C[CH:15](C3C=CC=CC=3)[CH2:16][C:17](=[N:18][C:19]#[N:20])[C:11]=2[CH:10]=1. (4) Given the product [Br:1][CH2:2][C:3]1[CH:4]=[C:5]([CH:9]=[CH:10][CH:11]=1)[C:6]([NH:38][C:27]1[CH:28]=[CH:29][C:30]([N:32]2[CH2:33][CH2:34][CH2:35][CH2:36][CH2:37]2)=[CH:31][C:26]=1[C:22]1[CH:21]=[C:20]([CH:25]=[CH:24][N:23]=1)[C:19]([NH:18][CH2:17][C:16]1[CH:40]=[CH:41][CH:42]=[C:14]([C:13]([F:44])([F:12])[F:43])[CH:15]=1)=[O:39])=[O:7], predict the reactants needed to synthesize it. The reactants are: [Br:1][CH2:2][C:3]1[CH:4]=[C:5]([CH:9]=[CH:10][CH:11]=1)[C:6](Cl)=[O:7].[F:12][C:13]([F:44])([F:43])[C:14]1[CH:15]=[C:16]([CH:40]=[CH:41][CH:42]=1)[CH2:17][NH:18][C:19](=[O:39])[C:20]1[CH:25]=[CH:24][N:23]=[C:22]([C:26]2[CH:31]=[C:30]([N:32]3[CH2:37][CH2:36][CH2:35][CH2:34][CH2:33]3)[CH:29]=[CH:28][C:27]=2[NH2:38])[CH:21]=1.ClCC1C=C(C=CC=1)C(NC1C=CC(N2CCCCC2)=CC=1C1C=C(C=CN=1)C(NCC1C=CC=C(C(F)(F)F)C=1)=O)=O. (5) Given the product [OH:21][C:4]1[C:5]([C:12]([NH:14][CH2:15][C:16]([OH:18])=[O:17])=[O:13])=[C:6]2[C:11](=[C:2]([C:23]3[S:22][CH:26]=[CH:25][CH:24]=3)[CH:3]=1)[N:10]=[CH:9][CH:8]=[N:7]2, predict the reactants needed to synthesize it. The reactants are: Br[C:2]1[CH:3]=[C:4]([OH:21])[C:5]([C:12]([NH:14][CH2:15][C:16]([O:18]CC)=[O:17])=[O:13])=[C:6]2[C:11]=1[N:10]=[CH:9][CH:8]=[N:7]2.[S:22]1[CH:26]=[CH:25][CH:24]=[C:23]1B(O)O.C(=O)([O-])[O-].[K+].[K+].[OH-].[Na+]. (6) Given the product [F:1][C:2]1[C:10]([OH:11])=[CH:9][CH:8]=[C:7]([CH3:12])[C:3]=1[C:4]([O:6][CH3:13])=[O:5], predict the reactants needed to synthesize it. The reactants are: [F:1][C:2]1[C:10]([OH:11])=[CH:9][CH:8]=[C:7]([CH3:12])[C:3]=1[C:4]([OH:6])=[O:5].[CH3:13][Si](C=[N+]=[N-])(C)C. (7) Given the product [F:53][C:2]([F:1])([F:52])[C:3]1[CH:4]=[C:5]([CH:45]=[C:46]([C:48]([F:49])([F:50])[F:51])[CH:47]=1)[CH2:6][N:7]([CH2:18][C:19]1[CH:24]=[C:23]([C:25]([F:28])([F:27])[F:26])[CH:22]=[CH:21][C:20]=1[N:29]([CH2:32][C@H:33]1[CH2:34][CH2:35][C@H:36]([CH2:39][C:40]([OH:42])=[O:41])[CH2:37][CH2:38]1)[CH2:30][CH3:31])[C:8]1[N:9]=[CH:10][C:11]([O:14][CH2:15][CH2:16][OH:17])=[CH:12][N:13]=1, predict the reactants needed to synthesize it. The reactants are: [F:1][C:2]([F:53])([F:52])[C:3]1[CH:4]=[C:5]([CH:45]=[C:46]([C:48]([F:51])([F:50])[F:49])[CH:47]=1)[CH2:6][N:7]([CH2:18][C:19]1[CH:24]=[C:23]([C:25]([F:28])([F:27])[F:26])[CH:22]=[CH:21][C:20]=1[N:29]([CH2:32][C@H:33]1[CH2:38][CH2:37][C@H:36]([CH2:39][C:40]([O:42]CC)=[O:41])[CH2:35][CH2:34]1)[CH2:30][CH3:31])[C:8]1[N:13]=[CH:12][C:11]([O:14][CH2:15][CH2:16][OH:17])=[CH:10][N:9]=1.[OH-].[Na+].Cl.C(OCC)(=O)C.